From a dataset of Catalyst prediction with 721,799 reactions and 888 catalyst types from USPTO. Predict which catalyst facilitates the given reaction. (1) Reactant: [Si:1]([O:8][C:9]1[CH:20]=[C:13]2[C:14]([O:16]C(=O)[NH:18][C:12]2=[CH:11][CH:10]=1)=O)([C:4]([CH3:7])([CH3:6])[CH3:5])([CH3:3])[CH3:2].[CH3:21][O:22][C:23]1[CH:28]=[CH:27][C:26]([NH2:29])=[CH:25][CH:24]=1. Product: [NH2:18][C:12]1[CH:11]=[CH:10][C:9]([O:8][Si:1]([C:4]([CH3:5])([CH3:6])[CH3:7])([CH3:2])[CH3:3])=[CH:20][C:13]=1[C:14]([NH:29][C:26]1[CH:27]=[CH:28][C:23]([O:22][CH3:21])=[CH:24][CH:25]=1)=[O:16]. The catalyst class is: 11. (2) Reactant: [NH2:1][CH2:2][C@H:3]1[CH2:7][CH2:6][N:5]([C:8]([O:10][C:11]([CH3:14])([CH3:13])[CH3:12])=[O:9])[CH2:4]1.CN(C)/[CH:17]=[C:18](/[C:24](=[O:33])[C:25]1[CH:30]=[C:29]([I:31])[CH:28]=[CH:27][C:26]=1F)\[C:19]([O:21][CH2:22][CH3:23])=[O:20].C(=O)([O-])[O-].[K+].[K+]. Product: [C:11]([O:10][C:8]([N:5]1[CH2:6][CH2:7][C@H:3]([CH2:2][N:1]2[C:26]3[C:25](=[CH:30][C:29]([I:31])=[CH:28][CH:27]=3)[C:24](=[O:33])[C:18]([C:19]([O:21][CH2:22][CH3:23])=[O:20])=[CH:17]2)[CH2:4]1)=[O:9])([CH3:14])([CH3:13])[CH3:12]. The catalyst class is: 6. (3) Reactant: [CH3:1][Si:2]([CH3:51])([CH3:50])[CH2:3][CH2:4][O:5][CH2:6][N:7]([CH2:42][O:43][CH2:44][CH2:45][Si:46]([CH3:49])([CH3:48])[CH3:47])[C:8]1[N:13]2[N:14]=[CH:15][C:16]([C:17]3[CH:18]=[N:19][C:20]4[C:25]([CH:26]=3)=[CH:24][C:23]([F:27])=[CH:22][CH:21]=4)=[C:12]2[N:11]=[C:10]([CH:28]([NH:30][C:31]([C:33]2([CH3:41])[CH2:38][O:37][C:36]([CH3:40])([CH3:39])[O:35][CH2:34]2)=[O:32])[CH3:29])[CH:9]=1.[Br:52]N1C(=O)CCC1=O. Product: [CH3:51][Si:2]([CH3:1])([CH3:50])[CH2:3][CH2:4][O:5][CH2:6][N:7]([CH2:42][O:43][CH2:44][CH2:45][Si:46]([CH3:47])([CH3:48])[CH3:49])[C:8]1[N:13]2[N:14]=[CH:15][C:16]([C:17]3[CH:18]=[N:19][C:20]4[C:25]([CH:26]=3)=[CH:24][C:23]([F:27])=[CH:22][CH:21]=4)=[C:12]2[N:11]=[C:10]([CH:28]([NH:30][C:31]([C:33]2([CH3:41])[CH2:38][O:37][C:36]([CH3:40])([CH3:39])[O:35][CH2:34]2)=[O:32])[CH3:29])[C:9]=1[Br:52]. The catalyst class is: 15. (4) Reactant: [F:1][C:2]([F:21])([F:20])[C:3]1[CH:8]=[CH:7][C:6]([C:9]2[CH:10]=[C:11]3[C:15](=[CH:16][CH:17]=2)[NH:14][CH:13]=[C:12]3[CH:18]=[O:19])=[CH:5][CH:4]=1.[CH2:22]([O:24][C:25](=[O:39])[CH2:26][O:27][C:28]1[CH:33]=[CH:32][C:31]([S:34](Cl)(=[O:36])=[O:35])=[CH:30][C:29]=1[CH3:38])[CH3:23].C(=O)([O-])[O-].[K+].[K+]. Product: [CH2:22]([O:24][C:25](=[O:39])[CH2:26][O:27][C:28]1[CH:33]=[CH:32][C:31]([S:34]([N:14]2[C:15]3[C:11](=[CH:10][C:9]([C:6]4[CH:7]=[CH:8][C:3]([C:2]([F:20])([F:1])[F:21])=[CH:4][CH:5]=4)=[CH:17][CH:16]=3)[C:12]([CH:18]=[O:19])=[CH:13]2)(=[O:35])=[O:36])=[CH:30][C:29]=1[CH3:38])[CH3:23]. The catalyst class is: 131. (5) Reactant: [CH:1]1([C:4](=[O:10])[CH2:5][C:6]([O:8]C)=[O:7])[CH2:3][CH2:2]1.C[O-].[Na+].O[N:15]=[C:16](Cl)[C@@H:17]1[CH2:19][C@H:18]1[C:20]1[CH:25]=[CH:24][CH:23]=[CH:22][CH:21]=1. Product: [CH:1]1([C:4]2[O:10][N:15]=[C:16]([CH:17]3[CH2:19][CH:18]3[C:20]3[CH:25]=[CH:24][CH:23]=[CH:22][CH:21]=3)[C:5]=2[C:6]([OH:8])=[O:7])[CH2:3][CH2:2]1. The catalyst class is: 5. (6) Reactant: Cl[C:2](=[O:8])[CH2:3][C:4]([O:6][CH3:7])=[O:5].[F:9][C:10]1[CH:17]=[CH:16][CH:15]=[CH:14][C:11]=1[NH:12][CH3:13]. Product: [F:9][C:10]1[CH:17]=[CH:16][CH:15]=[CH:14][C:11]=1[N:12]([CH3:13])[C:2](=[O:8])[CH2:3][C:4]([O:6][CH3:7])=[O:5]. The catalyst class is: 2.